Dataset: NCI-60 drug combinations with 297,098 pairs across 59 cell lines. Task: Regression. Given two drug SMILES strings and cell line genomic features, predict the synergy score measuring deviation from expected non-interaction effect. (1) Drug 1: C1CN1P(=S)(N2CC2)N3CC3. Drug 2: C1=CN(C(=O)N=C1N)C2C(C(C(O2)CO)O)O.Cl. Cell line: EKVX. Synergy scores: CSS=2.07, Synergy_ZIP=-2.74, Synergy_Bliss=-1.85, Synergy_Loewe=-3.96, Synergy_HSA=-2.44. (2) Drug 1: CC1=CC=C(C=C1)C2=CC(=NN2C3=CC=C(C=C3)S(=O)(=O)N)C(F)(F)F. Drug 2: CC(C)NC(=O)C1=CC=C(C=C1)CNNC.Cl. Cell line: A549. Synergy scores: CSS=1.56, Synergy_ZIP=1.19, Synergy_Bliss=3.94, Synergy_Loewe=-0.352, Synergy_HSA=0.855. (3) Drug 1: CCC1(CC2CC(C3=C(CCN(C2)C1)C4=CC=CC=C4N3)(C5=C(C=C6C(=C5)C78CCN9C7C(C=CC9)(C(C(C8N6C=O)(C(=O)OC)O)OC(=O)C)CC)OC)C(=O)OC)O.OS(=O)(=O)O. Drug 2: CCC1(C2=C(COC1=O)C(=O)N3CC4=CC5=C(C=CC(=C5CN(C)C)O)N=C4C3=C2)O.Cl. Cell line: OVCAR-4. Synergy scores: CSS=9.81, Synergy_ZIP=-1.85, Synergy_Bliss=0.566, Synergy_Loewe=0.639, Synergy_HSA=0.748. (4) Drug 1: CS(=O)(=O)C1=CC(=C(C=C1)C(=O)NC2=CC(=C(C=C2)Cl)C3=CC=CC=N3)Cl. Drug 2: C1=CC=C(C(=C1)C(C2=CC=C(C=C2)Cl)C(Cl)Cl)Cl. Cell line: MOLT-4. Synergy scores: CSS=19.8, Synergy_ZIP=9.76, Synergy_Bliss=13.0, Synergy_Loewe=9.05, Synergy_HSA=11.4. (5) Drug 1: C1=CC(=CC=C1CCCC(=O)O)N(CCCl)CCCl. Drug 2: CC1C(C(CC(O1)OC2CC(CC3=C2C(=C4C(=C3O)C(=O)C5=CC=CC=C5C4=O)O)(C(=O)C)O)N)O. Cell line: IGROV1. Synergy scores: CSS=62.8, Synergy_ZIP=8.30, Synergy_Bliss=10.8, Synergy_Loewe=-24.7, Synergy_HSA=11.7. (6) Drug 1: CC1C(C(CC(O1)OC2CC(CC3=C2C(=C4C(=C3O)C(=O)C5=C(C4=O)C(=CC=C5)OC)O)(C(=O)C)O)N)O.Cl. Drug 2: CC12CCC3C(C1CCC2O)C(CC4=C3C=CC(=C4)O)CCCCCCCCCS(=O)CCCC(C(F)(F)F)(F)F. Cell line: HCT-15. Synergy scores: CSS=14.2, Synergy_ZIP=2.26, Synergy_Bliss=3.96, Synergy_Loewe=-3.07, Synergy_HSA=2.97. (7) Drug 1: C1=C(C(=O)NC(=O)N1)F. Drug 2: CC(C1=C(C=CC(=C1Cl)F)Cl)OC2=C(N=CC(=C2)C3=CN(N=C3)C4CCNCC4)N. Cell line: NCI-H226. Synergy scores: CSS=20.2, Synergy_ZIP=-1.08, Synergy_Bliss=5.96, Synergy_Loewe=6.92, Synergy_HSA=7.13. (8) Drug 1: CC(C)CN1C=NC2=C1C3=CC=CC=C3N=C2N. Drug 2: CC12CCC3C(C1CCC2OP(=O)(O)O)CCC4=C3C=CC(=C4)OC(=O)N(CCCl)CCCl.[Na+]. Cell line: PC-3. Synergy scores: CSS=-1.55, Synergy_ZIP=4.45, Synergy_Bliss=6.01, Synergy_Loewe=-1.82, Synergy_HSA=-1.07.